Dataset: Forward reaction prediction with 1.9M reactions from USPTO patents (1976-2016). Task: Predict the product of the given reaction. (1) Given the reactants [OH:1][C:2]1[CH:10]=[CH:9][C:5]([CH2:6][C:7]#[N:8])=[CH:4][CH:3]=1.[Si:11](Cl)([C:14]([CH3:17])([CH3:16])[CH3:15])([CH3:13])[CH3:12].N1C=CN=C1, predict the reaction product. The product is: [Si:11]([O:1][C:2]1[CH:10]=[CH:9][C:5]([CH2:6][C:7]#[N:8])=[CH:4][CH:3]=1)([C:14]([CH3:17])([CH3:16])[CH3:15])([CH3:13])[CH3:12]. (2) Given the reactants [Br:1][C@@H:2]([CH3:6])[C:3](O)=[O:4].[F:7][C:8]1[CH:14]=[CH:13][CH:12]=[CH:11][C:9]=1[NH2:10].[CH:15]1(N=C=NC2CCCCC2)CCCCC1, predict the reaction product. The product is: [F:7][C:8]1[CH:14]=[CH:13][CH:12]=[CH:11][C:9]=1[N:10]([CH3:15])[C:3](=[O:4])[C@@H:2]([Br:1])[CH3:6]. (3) Given the reactants Cl.[CH3:2][O:3][NH:4][CH3:5].C(Cl)Cl.[F:9][C:10]([F:21])([F:20])[C:11]1[CH:12]=[C:13]([CH:17]=[CH:18][CH:19]=1)[C:14](Cl)=[O:15].CCN(CC)CC, predict the reaction product. The product is: [CH3:2][O:3][N:4]([CH3:5])[C:14](=[O:15])[C:13]1[CH:17]=[CH:18][CH:19]=[C:11]([C:10]([F:21])([F:20])[F:9])[CH:12]=1. (4) Given the reactants B(F)(F)F.[CH3:5][CH2:6]OCC.[C:10](=[O:12])=[O:11].[Cl:13][CH2:14][C:15](=[O:17])[CH3:16].[CH3:18][CH2:19]N(C(C)C)C(C)C.C([O-])(O)=O.[Na+], predict the reaction product. The product is: [Cl:13][CH:14]([CH:10]([O:12][CH2:18][CH3:19])[O:11][CH2:5][CH3:6])[C:15](=[O:17])[CH3:16]. (5) Given the reactants [NH2:1][C:2]1[N:7]=[CH:6][C:5](C2C=CC(C(OC)=O)=CC=2)=[CH:4][C:3]=1[C:18]1[N:19]=[CH:20][C:21]2[C:26]([CH:27]=1)=[C:25]([Cl:28])[CH:24]=[CH:23][C:22]=2[F:29].BrC1C=C(C2N=CC3C(C=2)=C(Cl)C=CC=3F)C(N)=NC=1.[C:50]([C:54]1[CH:55]=[C:56](B(O)O)[CH:57]=[CH:58][CH:59]=1)([O:52][CH3:53])=[O:51].C([O-])([O-])=O.[Cs+].[Cs+], predict the reaction product. The product is: [NH2:1][C:2]1[N:7]=[CH:6][C:5]([C:58]2[CH:59]=[C:54]([CH:55]=[CH:56][CH:57]=2)[C:50]([O:52][CH3:53])=[O:51])=[CH:4][C:3]=1[C:18]1[N:19]=[CH:20][C:21]2[C:26]([CH:27]=1)=[C:25]([Cl:28])[CH:24]=[CH:23][C:22]=2[F:29]. (6) Given the reactants CN(C(ON1N=NC2C=CC=NC1=2)=[N+](C)C)C.F[P-](F)(F)(F)(F)F.[F:25][C:26]1[CH:27]=[C:28]([C:34]2[CH:39]=[CH:38][C:37]([C:40]([OH:42])=O)=[C:36]([N+:43]([O-:45])=[O:44])[CH:35]=2)[CH:29]=[CH:30][C:31]=1[O:32][CH3:33].Cl.[NH2:47][C@@H:48]([CH:53]1[CH2:58][CH2:57][CH2:56][CH2:55][CH2:54]1)[C:49]([O:51][CH3:52])=[O:50].C(N(C(C)C)CC)(C)C, predict the reaction product. The product is: [CH:53]1([C@H:48]([NH:47][C:40]([C:37]2[CH:38]=[CH:39][C:34]([C:28]3[CH:29]=[CH:30][C:31]([O:32][CH3:33])=[C:26]([F:25])[CH:27]=3)=[CH:35][C:36]=2[N+:43]([O-:45])=[O:44])=[O:42])[C:49]([O:51][CH3:52])=[O:50])[CH2:58][CH2:57][CH2:56][CH2:55][CH2:54]1.